Task: Predict the reactants needed to synthesize the given product.. Dataset: Full USPTO retrosynthesis dataset with 1.9M reactions from patents (1976-2016) (1) Given the product [Cl:8][C:6]1[C:7]([CH2:24][CH2:25][OH:21])=[C:2]([Cl:1])[N:3]=[C:4]([N:9]2[CH2:14][CH2:13][O:12][CH2:11][C@@H:10]2[CH3:15])[N:5]=1, predict the reactants needed to synthesize it. The reactants are: [Cl:1][C:2]1[CH:7]=[C:6]([Cl:8])[N:5]=[C:4]([N:9]2[CH2:14][CH2:13][O:12][CH2:11][C@@H:10]2[CH3:15])[N:3]=1.C([Li])CCC.[O:21]1[CH2:25][CH2:24]OS1(=O)=O.Cl. (2) Given the product [CH2:2]([O:4][C:5]([C:7]1[NH:8][C:9]2[C:14]([CH:15]=1)=[CH:13][C:12]([CH:16]1[CH2:21][CH2:20][N:19]([CH:22]([CH3:23])[CH3:24])[CH2:18][CH2:17]1)=[CH:11][CH:10]=2)=[O:6])[CH3:3], predict the reactants needed to synthesize it. The reactants are: [Br-].[CH2:2]([O:4][C:5]([C:7]1[NH:8][C:9]2[C:14]([CH:15]=1)=[CH:13][C:12]([C:16]1[CH:21]=[CH:20][N+:19]([CH:22]([CH3:24])[CH3:23])=[CH:18][CH:17]=1)=[CH:11][CH:10]=2)=[O:6])[CH3:3]. (3) The reactants are: [CH3:1][O:2][C:3]1[CH:8]=[CH:7][C:6]([C:9](=[O:17])[CH2:10][C:11]2[CH:16]=[CH:15][CH:14]=[CH:13][CH:12]=2)=[CH:5][C:4]=1[C:18]1[C:19]([CH2:31][O:32][C:33](=[O:41])[C:34]2[CH:39]=[CH:38][C:37]([CH3:40])=[CH:36][CH:35]=2)=[C:20]2[C:25](=[CH:26][CH:27]=1)[NH:24][C:23]([CH3:29])([CH3:28])[CH:22]=[C:21]2[CH3:30].[BH4-].[Na+].Cl.C(OCC)(=O)C. Given the product [OH:17][CH:9]([C:6]1[CH:7]=[CH:8][C:3]([O:2][CH3:1])=[C:4]([C:18]2[C:19]([CH2:31][O:32][C:33](=[O:41])[C:34]3[CH:35]=[CH:36][C:37]([CH3:40])=[CH:38][CH:39]=3)=[C:20]3[C:25](=[CH:26][CH:27]=2)[NH:24][C:23]([CH3:29])([CH3:28])[CH:22]=[C:21]3[CH3:30])[CH:5]=1)[CH2:10][C:11]1[CH:16]=[CH:15][CH:14]=[CH:13][CH:12]=1, predict the reactants needed to synthesize it. (4) Given the product [ClH:1].[ClH:1].[Cl:1][C:2]1[C:9]([F:10])=[CH:8][C:5]([C:6]#[N:7])=[C:4]([O:11][C@@H:12]([C:16]2[CH:21]=[CH:20][CH:19]=[CH:18][CH:17]=2)[CH2:13][CH2:14][NH:30][CH2:29][C:26]2[CH:25]=[N:24][C:23]([CH3:22])=[CH:28][N:27]=2)[CH:3]=1, predict the reactants needed to synthesize it. The reactants are: [Cl:1][C:2]1[C:9]([F:10])=[CH:8][C:5]([C:6]#[N:7])=[C:4]([O:11][C@@H:12]([C:16]2[CH:21]=[CH:20][CH:19]=[CH:18][CH:17]=2)[CH2:13][CH2:14]I)[CH:3]=1.[CH3:22][C:23]1[N:24]=[CH:25][C:26]([CH2:29][NH2:30])=[N:27][CH:28]=1.C(N(CC)CC)C. (5) Given the product [Cl:12][C:13]1[CH:18]=[CH:17][C:16]([C:19]2[O:9][N:8]=[C:7]([C:6]3[CH:5]=[N:4][CH:3]=[C:2]([Cl:1])[CH:11]=3)[CH:20]=2)=[CH:15][CH:14]=1, predict the reactants needed to synthesize it. The reactants are: [Cl:1][C:2]1[CH:3]=[N:4][CH:5]=[C:6]([CH:11]=1)[C:7](Cl)=[N:8][OH:9].[Cl:12][C:13]1[CH:18]=[CH:17][C:16]([C:19]#[CH:20])=[CH:15][CH:14]=1.N.